Dataset: hERG Central: cardiac toxicity at 1µM, 10µM, and general inhibition. Task: Predict hERG channel inhibition at various concentrations. (1) Results: hERG_inhib (hERG inhibition (general)): blocker. The drug is CC1(CCC(=O)N2CCCC(N3CCN(c4cccc(C(F)(F)F)c4)CC3)C2)CC1. (2) Results: hERG_inhib (hERG inhibition (general)): blocker. The drug is COc1ccccc1CCC(=O)OCC(=O)c1c(N)n(CC(C)C)c(=O)n(C)c1=O. (3) The molecule is CN(C)CCN=Cc1c(O)n(Cc2ccccc2)c(=O)c2ccccc12. Results: hERG_inhib (hERG inhibition (general)): blocker.